The task is: Regression. Given a peptide amino acid sequence and an MHC pseudo amino acid sequence, predict their binding affinity value. This is MHC class II binding data.. This data is from Peptide-MHC class II binding affinity with 134,281 pairs from IEDB. (1) The peptide sequence is KIEIDQDHQEEICEV. The MHC is DRB1_0802 with pseudo-sequence DRB1_0802. The binding affinity (normalized) is 0.131. (2) The peptide sequence is AAGTYVAADAAAASS. The MHC is DRB3_0202 with pseudo-sequence DRB3_0202. The binding affinity (normalized) is 0.575. (3) The peptide sequence is YDKFLANVSGVLTGK. The binding affinity (normalized) is 0.559. The MHC is DRB1_0401 with pseudo-sequence DRB1_0401. (4) The peptide sequence is AFILDGDNLFPHV. The MHC is HLA-DQA10501-DQB10201 with pseudo-sequence HLA-DQA10501-DQB10201. The binding affinity (normalized) is 0.757. (5) The peptide sequence is NYLALLVKFVAGDGD. The MHC is HLA-DQA10301-DQB10302 with pseudo-sequence HLA-DQA10301-DQB10302. The binding affinity (normalized) is 0.127. (6) The binding affinity (normalized) is 0.625. The peptide sequence is SQELELSWNLNGLQAY. The MHC is DRB1_1302 with pseudo-sequence DRB1_1302.